This data is from Catalyst prediction with 721,799 reactions and 888 catalyst types from USPTO. The task is: Predict which catalyst facilitates the given reaction. (1) Reactant: [Br:1][C:2]1[C:11]2[C:6](=[CH:7][CH:8]=[CH:9][CH:10]=2)[CH:5]=[C:4]([NH2:12])[N:3]=1.CCN(CC)CC.[F:20][C:21]1([F:36])[O:25][C:24]2[CH:26]=[CH:27][C:28]([C:30]3([C:33](Cl)=[O:34])[CH2:32][CH2:31]3)=[CH:29][C:23]=2[O:22]1. Product: [Br:1][C:2]1[C:11]2[C:6](=[CH:7][CH:8]=[CH:9][CH:10]=2)[CH:5]=[C:4]([NH:12][C:33]([C:30]2([C:28]3[CH:27]=[CH:26][C:24]4[O:25][C:21]([F:36])([F:20])[O:22][C:23]=4[CH:29]=3)[CH2:32][CH2:31]2)=[O:34])[N:3]=1. The catalyst class is: 4. (2) Reactant: C([N:8]1[CH2:13][CH2:12][C@@H:11]([O:14][C:15](=[O:20])[C:16]([CH3:19])([CH3:18])[CH3:17])[C@H:10]([CH3:21])[CH2:9]1)C1C=CC=CC=1.Cl. Product: [CH3:21][C@H:10]1[C@H:11]([O:14][C:15](=[O:20])[C:16]([CH3:19])([CH3:18])[CH3:17])[CH2:12][CH2:13][NH:8][CH2:9]1. The catalyst class is: 19. (3) Reactant: [CH:1]([O:4][C:5]1[CH:34]=[CH:33][C:8]([C:9]([N:11]2[CH2:16][CH2:15][C:14]3([CH2:25][CH:24]([O:26][C@@H:27]([CH3:32])[C:28](OC)=[O:29])[C:23]4[C:18](=[CH:19][CH:20]=[CH:21][CH:22]=4)[O:17]3)[CH2:13][CH2:12]2)=[O:10])=[CH:7][C:6]=1[O:35][CH3:36])([CH3:3])[CH3:2].[BH4-].[Na+]. Product: [OH:29][CH2:28][C@@H:27]([O:26][C@H:24]1[C:23]2[C:18](=[CH:19][CH:20]=[CH:21][CH:22]=2)[O:17][C:14]2([CH2:15][CH2:16][N:11]([C:9]([C:8]3[CH:33]=[CH:34][C:5]([O:4][CH:1]([CH3:2])[CH3:3])=[C:6]([O:35][CH3:36])[CH:7]=3)=[O:10])[CH2:12][CH2:13]2)[CH2:25]1)[CH3:32].[OH:29][CH2:28][C@@H:27]([O:26][C@@H:24]1[C:23]2[C:18](=[CH:19][CH:20]=[CH:21][CH:22]=2)[O:17][C:14]2([CH2:15][CH2:16][N:11]([C:9]([C:8]3[CH:33]=[CH:34][C:5]([O:4][CH:1]([CH3:2])[CH3:3])=[C:6]([O:35][CH3:36])[CH:7]=3)=[O:10])[CH2:12][CH2:13]2)[CH2:25]1)[CH3:32]. The catalyst class is: 41. (4) Reactant: Cl.[NH2:2][CH2:3][CH2:4][O:5][CH2:6][CH2:7][O:8][CH2:9][CH2:10][O:11][CH2:12][CH2:13][OH:14].C(=O)([O-])[O-].[Na+].[Na+].[C:21](O[C:21]([O:23][C:24]([CH3:27])([CH3:26])[CH3:25])=[O:22])([O:23][C:24]([CH3:27])([CH3:26])[CH3:25])=[O:22]. Product: [C:24]([O:23][C:21](=[O:22])[NH:2][CH2:3][CH2:4][O:5][CH2:6][CH2:7][O:8][CH2:9][CH2:10][O:11][CH2:12][CH2:13][OH:14])([CH3:27])([CH3:26])[CH3:25]. The catalyst class is: 132. (5) Reactant: [Cl:1][C:2]1[CH:3]=[CH:4][C:5]2[N:9]=[C:8]([C:10]3[CH:11]=[N:12][CH:13]=[CH:14][C:15]=3[CH:16]=[O:17])[N:7]([CH3:18])[C:6]=2[CH:19]=1.[BH4-].[Na+]. Product: [Cl:1][C:2]1[CH:3]=[CH:4][C:5]2[N:9]=[C:8]([C:10]3[CH:11]=[N:12][CH:13]=[CH:14][C:15]=3[CH2:16][OH:17])[N:7]([CH3:18])[C:6]=2[CH:19]=1. The catalyst class is: 5. (6) Reactant: I.[NH2:2][CH:3]([S:10][CH3:11])/[N:4]=[C:5](/N(C)C)\[CH3:6].Cl[C:13](=[O:20])[CH2:14][C:15]([O:17][CH2:18][CH3:19])=[O:16].C(N(CC)CC)C. Product: [CH3:6][C:5]1[N:4]=[C:3]([S:10][CH3:11])[NH:2][C:13](=[O:20])[C:14]=1[C:15]([O:17][CH2:18][CH3:19])=[O:16]. The catalyst class is: 4. (7) Product: [Cl:1][C:2]1[CH:7]=[CH:6][C:5]([N:8]([CH:9]([CH3:10])[CH2:11][OH:12])[S:15]([C:18]2[CH:23]=[CH:22][C:21]([O:24][CH3:25])=[C:20]([O:26][CH3:27])[CH:19]=2)(=[O:17])=[O:16])=[C:4]([CH2:28][C:29]2[C:34]([F:35])=[CH:33][CH:32]=[CH:31][C:30]=2[F:36])[CH:3]=1. Reactant: [Cl:1][C:2]1[CH:7]=[CH:6][C:5]([N:8]([S:15]([C:18]2[CH:23]=[CH:22][C:21]([O:24][CH3:25])=[C:20]([O:26][CH3:27])[CH:19]=2)(=[O:17])=[O:16])[C@H:9]([C:11](OC)=[O:12])[CH3:10])=[C:4]([CH2:28][C:29]2[C:34]([F:35])=[CH:33][CH:32]=[CH:31][C:30]=2[F:36])[CH:3]=1.[H-].[Al+3].[Li+].[H-].[H-].[H-].[OH-].[Na+]. The catalyst class is: 54. (8) Reactant: [C:1]([N:8]1[CH2:13][CH2:12][NH:11][CH2:10][CH2:9]1)([O:3][C:4]([CH3:7])([CH3:6])[CH3:5])=[O:2].[Cl:14][CH2:15][CH2:16][CH2:17][S:18](Cl)(=[O:20])=[O:19].C(N(CC)CC)C. The catalyst class is: 2. Product: [C:4]([O:3][C:1]([N:8]1[CH2:9][CH2:10][N:11]([S:18]([CH2:17][CH2:16][CH2:15][Cl:14])(=[O:20])=[O:19])[CH2:12][CH2:13]1)=[O:2])([CH3:7])([CH3:6])[CH3:5]. (9) The catalyst class is: 158. Product: [CH:1]1([C:7]2[C:8]3[CH:9]=[CH:10][C:11]([C:39]([NH:79][CH2:73][C:74]4[O:78][CH:77]=[CH:76][CH:75]=4)=[O:40])=[CH:12][C:13]=3[N:14]3[CH2:20][C:19]([C:21]([N:23]4[CH2:24][CH2:25][CH:26]([N:29]5[CH2:30][CH2:31][O:32][CH2:33][CH2:34]5)[CH2:27][CH2:28]4)=[O:22])=[CH:18][C:17]4[CH:35]=[CH:36][CH:37]=[CH:38][C:16]=4[C:15]=23)[CH2:6][CH2:5][CH2:4][CH2:3][CH2:2]1. Reactant: [CH:1]1([C:7]2[C:8]3[CH:9]=[CH:10][C:11]([C:39](O)=[O:40])=[CH:12][C:13]=3[N:14]3[CH2:20][C:19]([C:21]([N:23]4[CH2:28][CH2:27][CH:26]([N:29]5[CH2:34][CH2:33][O:32][CH2:31][CH2:30]5)[CH2:25][CH2:24]4)=[O:22])=[CH:18][C:17]4[CH:35]=[CH:36][CH:37]=[CH:38][C:16]=4[C:15]=23)[CH2:6][CH2:5][CH2:4][CH2:3][CH2:2]1.C(N(CC)C(C)C)(C)C.Cl.CN(C)CCCN=C=NCC.ON1C2C=CC=CC=2N=N1.[CH2:73]([NH2:79])[C:74]1[O:78][CH:77]=[CH:76][CH:75]=1.